From a dataset of Full USPTO retrosynthesis dataset with 1.9M reactions from patents (1976-2016). Predict the reactants needed to synthesize the given product. (1) Given the product [Br:1][C:2]1[CH:3]=[C:4]2[C:9](=[CH:10][CH:11]=1)[N:8]=[CH:7][CH:6]=[C:5]2[S:12][C:13]1([C:14]([O:16][CH2:17][CH3:18])=[O:15])[CH2:27][CH2:26]1, predict the reactants needed to synthesize it. The reactants are: [Br:1][C:2]1[CH:3]=[C:4]2[C:9](=[CH:10][CH:11]=1)[N:8]=[CH:7][CH:6]=[C:5]2[S:12][CH2:13][C:14]([O:16][CH2:17][CH3:18])=[O:15].C(=O)([O-])[O-].[K+].[K+].Br[CH2:26][CH2:27]Br. (2) Given the product [CH:11]12[CH2:17][CH:14]([CH2:15][CH2:16]1)[CH2:13][CH:12]2[CH:18]=[O:19], predict the reactants needed to synthesize it. The reactants are: C(Cl)(=O)C(Cl)=O.CS(C)=O.[CH:11]12[CH2:17][CH:14]([CH2:15][CH2:16]1)[CH2:13][CH:12]2[CH2:18][OH:19].C(N(CC)CC)C. (3) Given the product [CH3:9][C:5]1[N:4]2[C:12]([C:11]([F:22])([F:21])[F:10])=[N:2][N:1]=[C:3]2[CH:8]=[N:7][CH:6]=1, predict the reactants needed to synthesize it. The reactants are: [NH:1]([C:3]1[CH:8]=[N:7][CH:6]=[C:5]([CH3:9])[N:4]=1)[NH2:2].[F:10][C:11]([F:22])([F:21])[C:12](O[C:12](=O)[C:11]([F:22])([F:21])[F:10])=O. (4) Given the product [Cl:30][C:31]1[CH:36]=[CH:35][C:34]([CH2:37][S:38]([NH:41][C:27]([CH:24]2[CH2:25][CH2:26][N:21]([C:4]3[C:3]([C:1]#[N:2])=[CH:8][C:7]([C:9]([O:11][CH2:12][CH3:13])=[O:10])=[C:6]([CH2:14][N:15]4[CH2:19][CH2:18][CH2:17][C:16]4=[O:20])[N:5]=3)[CH2:22][CH2:23]2)=[O:28])(=[O:40])=[O:39])=[C:33]([F:42])[CH:32]=1, predict the reactants needed to synthesize it. The reactants are: [C:1]([C:3]1[C:4]([N:21]2[CH2:26][CH2:25][CH:24]([C:27](O)=[O:28])[CH2:23][CH2:22]2)=[N:5][C:6]([CH2:14][N:15]2[CH2:19][CH2:18][CH2:17][C:16]2=[O:20])=[C:7]([C:9]([O:11][CH2:12][CH3:13])=[O:10])[CH:8]=1)#[N:2].[Cl:30][C:31]1[CH:36]=[CH:35][C:34]([CH2:37][S:38]([NH2:41])(=[O:40])=[O:39])=[C:33]([F:42])[CH:32]=1. (5) The reactants are: [F:1][CH:2]([CH2:6][C:7]1[CH:12]=[CH:11][C:10]([O:13][CH2:14][C:15]#[CH:16])=[C:9]([O:17][CH3:18])[CH:8]=1)[C:3](Cl)=[O:4].[Cl:19][C:20]1[CH:21]=[C:22]([CH:25]=[CH:26][C:27]=1[Cl:28])[CH2:23][NH2:24]. Given the product [Cl:19][C:20]1[CH:21]=[C:22]([CH:25]=[CH:26][C:27]=1[Cl:28])[CH2:23][NH:24][C:3](=[O:4])[CH:2]([F:1])[CH2:6][C:7]1[CH:12]=[CH:11][C:10]([O:13][CH2:14][C:15]#[CH:16])=[C:9]([O:17][CH3:18])[CH:8]=1, predict the reactants needed to synthesize it. (6) Given the product [CH3:4][C:5]([CH3:20])([CH3:19])[C@H:6]([C:8]1[O:9][C:10]([C:13]2[CH:14]=[N:15][CH:16]=[CH:17][CH:18]=2)=[N:11][N:12]=1)[OH:7].[CH3:4][C:5]([CH3:20])([CH3:19])[C@@H:6]([C:8]1[O:9][C:10]([C:13]2[CH:14]=[N:15][CH:16]=[CH:17][CH:18]=2)=[N:11][N:12]=1)[OH:7], predict the reactants needed to synthesize it. The reactants are: C(=O)=O.[CH3:4][C:5]([CH3:20])([CH3:19])[CH:6]([C:8]1[O:9][C:10]([C:13]2[CH:14]=[N:15][CH:16]=[CH:17][CH:18]=2)=[N:11][N:12]=1)[OH:7]. (7) The reactants are: [CH2:1]([C:8]1[CH:13]=[CH:12][CH:11]=[CH:10][N:9]=1)[C:2]1[CH:7]=[CH:6][CH:5]=[CH:4][CH:3]=1.C1(C(C2C=CC(C(OC)=O)=CC=2)[CH2:21][CH:22]=[O:23])C=CC=CC=1. Given the product [C:2]1([CH:1]([C:8]2[CH:13]=[CH:12][CH:11]=[CH:10][N:9]=2)[CH2:21][CH:22]=[O:23])[CH:7]=[CH:6][CH:5]=[CH:4][CH:3]=1, predict the reactants needed to synthesize it. (8) Given the product [C:1](=[O:29])([O:24][CH2:25][CH:26]([CH3:27])[CH3:28])[O:2][C:3]1[CH:8]=[C:7]([C:9]([F:10])([F:11])[F:12])[CH:6]=[C:5]([C:13]2[N:17]=[CH:16][N:15](/[CH:18]=[CH:19]\[C:20]3[O:21][CH:30]=[N:23][N:22]=3)[N:14]=2)[CH:4]=1, predict the reactants needed to synthesize it. The reactants are: [C:1](=[O:29])([O:24][CH2:25][CH:26]([CH3:28])[CH3:27])[O:2][C:3]1[CH:8]=[C:7]([C:9]([F:12])([F:11])[F:10])[CH:6]=[C:5]([C:13]2[N:17]=[CH:16][N:15](/[CH:18]=[CH:19]\[C:20]([NH:22][NH2:23])=[O:21])[N:14]=2)[CH:4]=1.[CH3:30]OC(OC)OC.CS(O)(=O)=O.CO.ClCCl. (9) The reactants are: C(OC(=O)[NH:7][C@@H:8]([CH2:12][CH2:13][S:14][CH3:15])[C:9](=[O:11])[CH3:10])(C)(C)C.[ClH:17].O1CCOCC1. Given the product [ClH:17].[NH2:7][C@@H:8]([CH2:12][CH2:13][S:14][CH3:15])[C:9](=[O:11])[CH3:10], predict the reactants needed to synthesize it. (10) Given the product [CH3:13][O:14][C:15](=[O:23])[CH2:16][CH2:17][CH2:18][CH2:19][C:20](=[O:22])[NH:25][CH2:26][C:27]([C:29]1[CH:34]=[CH:33][CH:32]=[CH:31][C:30]=1[O:35][CH3:36])=[O:28], predict the reactants needed to synthesize it. The reactants are: Cl.CN(C)CCCN=C=NCC.[CH3:13][O:14][C:15](=[O:23])[CH2:16][CH2:17][CH2:18][CH2:19][C:20]([OH:22])=O.Cl.[NH2:25][CH2:26][C:27]([C:29]1[CH:34]=[CH:33][CH:32]=[CH:31][C:30]=1[O:35][CH3:36])=[O:28].C(N(CC)CC)C.